This data is from Catalyst prediction with 721,799 reactions and 888 catalyst types from USPTO. The task is: Predict which catalyst facilitates the given reaction. (1) Reactant: [NH2:1][C:2]1[N:3]=[C:4]([N:17]2[CH2:22][CH2:21][NH:20][CH2:19][CH2:18]2)[C:5]2[C:10]([C:11]3[CH:12]=[N:13][CH:14]=[CH:15][CH:16]=3)=[CH:9][S:8][C:6]=2[N:7]=1.[CH3:23][O:24][C:25]1[CH:30]=[CH:29][CH:28]=[CH:27][C:26]=1[N:31]=[C:32]=[O:33]. Product: [NH2:1][C:2]1[N:3]=[C:4]([N:17]2[CH2:22][CH2:21][N:20]([C:32]([NH:31][C:26]3[CH:27]=[CH:28][CH:29]=[CH:30][C:25]=3[O:24][CH3:23])=[O:33])[CH2:19][CH2:18]2)[C:5]2[C:10]([C:11]3[CH:12]=[N:13][CH:14]=[CH:15][CH:16]=3)=[CH:9][S:8][C:6]=2[N:7]=1. The catalyst class is: 545. (2) Reactant: [CH3:1][C:2]1[CH:7]=[C:6]([C:8]([OH:17])([C:13]([F:16])([F:15])[F:14])[C:9]([F:12])([F:11])[F:10])[CH:5]=[C:4]([CH3:18])[C:3]=1[NH:19][C:20](=[O:28])[C:21]1[CH:26]=[CH:25][CH:24]=[C:23]([NH2:27])[CH:22]=1.[C:29](Cl)(=[O:36])[C:30]1[CH:35]=[CH:34][CH:33]=[CH:32][CH:31]=1.N1C=CC=CC=1. Product: [CH3:1][C:2]1[CH:7]=[C:6]([C:8]([OH:17])([C:13]([F:14])([F:15])[F:16])[C:9]([F:12])([F:11])[F:10])[CH:5]=[C:4]([CH3:18])[C:3]=1[NH:19][C:20](=[O:28])[C:21]1[CH:26]=[CH:25][CH:24]=[C:23]([NH:27][C:29](=[O:36])[C:30]2[CH:35]=[CH:34][CH:33]=[CH:32][CH:31]=2)[CH:22]=1. The catalyst class is: 7. (3) Reactant: [CH3:1][CH2:2]OCC.[CH3:6][C:7]1[CH:8]=[N:9][NH:10][CH:11]=1.[Li]CCCC.C(O[B:21]1[O:25][C:24]([CH3:27])([CH3:26])[C:23]([CH3:29])([CH3:28])[O:22]1)(C)C. Product: [CH2:1]([N:9]1[C:8]([B:21]2[O:25][C:24]([CH3:27])([CH3:26])[C:23]([CH3:29])([CH3:28])[O:22]2)=[C:7]([CH3:6])[CH:11]=[N:10]1)[CH3:2]. The catalyst class is: 625. (4) Reactant: [Cl:1][C:2]1[N:3]=[C:4]([OH:13])[C:5]2[N:6]([N:8]=[CH:9][C:10]=2[C:11]#[N:12])[CH:7]=1.O[C@H:15]([C@H:17]1[CH2:21][N:20]([C@@H:22]([C:24]2[CH:29]=[CH:28][C:27]([O:30][CH3:31])=[CH:26][CH:25]=2)[CH3:23])[C:19](=[O:32])[CH2:18]1)[CH3:16].C1C=CC(P(C2C=CC=CC=2)C2C=CC=CC=2)=CC=1.N(C(OCC)=O)=NC(OCC)=O. Product: [Cl:1][C:2]1[N:3]=[C:4]([O:13][C@@H:15]([C@@H:17]2[CH2:18][C:19](=[O:32])[N:20]([C@@H:22]([C:24]3[CH:25]=[CH:26][C:27]([O:30][CH3:31])=[CH:28][CH:29]=3)[CH3:23])[CH2:21]2)[CH3:16])[C:5]2[N:6]([N:8]=[CH:9][C:10]=2[C:11]#[N:12])[CH:7]=1. The catalyst class is: 1. (5) Reactant: C(OC([NH:8][C@@H:9]1[CH2:14][CH2:13][CH2:12][N:11]([C:15]2[N:37]([CH2:38][C:39]3[CH:44]=[CH:43][CH:42]=[CH:41][C:40]=3[Cl:45])[C:18]3[C:19](=[O:36])[N:20]([CH3:35])[C:21]4[CH:22]=[CH:23][C:24]([F:34])=[C:25]([C:27]([O:29]C(C)(C)C)=[O:28])[C:26]=4[C:17]=3[N:16]=2)[CH2:10]1)=O)(C)(C)C. Product: [ClH:45].[NH2:8][C@@H:9]1[CH2:14][CH2:13][CH2:12][N:11]([C:15]2[N:37]([CH2:38][C:39]3[CH:44]=[CH:43][CH:42]=[CH:41][C:40]=3[Cl:45])[C:18]3[C:19](=[O:36])[N:20]([CH3:35])[C:21]4[CH:22]=[CH:23][C:24]([F:34])=[C:25]([C:27]([OH:29])=[O:28])[C:26]=4[C:17]=3[N:16]=2)[CH2:10]1. The catalyst class is: 89. (6) Reactant: C([O:5][C:6](=[O:61])/[CH:7]=[CH:8]/[C:9]1[C:14](=[O:15])[N:13]2[CH:16]=[CH:17][C:18]([C:20]([NH:22][C:23]3[S:24][CH:25]=[C:26]([C:28]([CH3:31])([CH3:30])[CH3:29])[N:27]=3)=[O:21])=[CH:19][C:12]2=[N:11][C:10]=1[N:32]1[CH2:37][CH2:36][N:35]([C:38](=[O:60])[C:39]([C:47]2[S:51][C:50]([NH:52]C(OC(C)(C)C)=O)=[N:49][CH:48]=2)=[CH:40][C:41]2[CH:46]=[CH:45][N:44]=[CH:43][CH:42]=2)[CH2:34][CH2:33]1)(C)(C)C.C1(C)C=CC=CC=1. Product: [NH2:52][C:50]1[S:51][C:47]([C:39](=[CH:40][C:41]2[CH:42]=[CH:43][N:44]=[CH:45][CH:46]=2)[C:38]([N:35]2[CH2:36][CH2:37][N:32]([C:10]3[N:11]=[C:12]4[CH:19]=[C:18]([C:20]([NH:22][C:23]5[S:24][CH:25]=[C:26]([C:28]([CH3:31])([CH3:29])[CH3:30])[N:27]=5)=[O:21])[CH:17]=[CH:16][N:13]4[C:14](=[O:15])[C:9]=3/[CH:8]=[CH:7]/[C:6]([OH:61])=[O:5])[CH2:33][CH2:34]2)=[O:60])=[CH:48][N:49]=1. The catalyst class is: 89.